Dataset: B-cell epitopes from IEDB database with 3,159 antigens for binding position prediction. Task: Token-level Classification. Given an antigen amino acid sequence, predict which amino acid positions are active epitope sites capable of antibody binding. Output is a list of indices for active positions. (1) Given the antigen sequence: MAYSWDNRVKYVVRYMYDIDNNGFLDKNDFECLAVRNTLIEGRGEFSADAYANNQKIMRNLWNEIAELADFNKDGEVTVDEFKQAVQKHCQGKKYGDFPGAFKVFIANQFKAIDVNGDGKVGLDEYRLDCITRSAFAEVKEIDDAYNKLTTEDDRKAGGLTLERYQDLYAQFISNPDESCSACYLFGPLKVVQ, which amino acid positions are active epitope sites? The epitope positions are: [90, 91, 92, 93, 94, 95, 96, 97, 98, 99, 100, 101, 102, 103, 104]. The amino acids at these positions are: QGKKYGDFPGAFKVF. (2) The epitope positions are: [169, 170, 171, 172, 173, 174, 175, 176, 177, 178, 179, 180, 181, 182, 183, 184, 185, 186, 187, 188... (24 total positions)]. The amino acids at these positions are: ADLGDFETSVADAATGAGVIKSIA. Given the antigen sequence: MQLLKQLFKKKFVKEEHDKKTGQEGMTLLEVIIVLGIMGVVSAGVVTLAQRAIDSQNMTKAAQNLNSVQIAMTQTYRSLGNYPATANANAATQLANGLVSLGKVSADEAKNPFTGTAMGIFSFPRNSAANKAFAITVGGLTQAQCKTLVTSVGDMFPFINVKEGAFAAVADLGDFETSVADAATGAGVIKSIAPGSANLNLTNITHVEKLCTGTAPFTVAFGNS, which amino acid positions are active epitope sites? (3) Given the antigen sequence: MAKNTTNRHDSLRKLKTGTASVAVALTVLGTGLVAGQTVKANQTEPSQTNNRLYQERQRLQDLKSKVQDLKNRSEGYIQQYYDEEKNSGSNSNWYATYLKELNDEFEQAYNELSGDGVKKLAASLMEERVALRDEIDQIKKISEELKNKLRATEEELKNKKEERELEHAAYAVDAKKHEEYVKSMSLALMDKEESAHLLEQSLDTAKAELVKKEQELQLVKGNLDQKEKELENEELAKESAISDLTEQITAKKAEVEKLTQDLAAKSAEIQEKEAEKDRQQHMYEAFMSQYKEKVEKQEQELAKLKQLETINNNLLGNAKDMIAKLSAENEQLASDKAKLEEQNKISEASRKGLRRDLDASREAKKQVEKDLANLTAELDKVKEDKQISDASRKGLRRDLDASREAKKQVEKALEEANSKLAALEKLNKELEESKKLTEKEKAELQAKLEAEAKTLKEKLAKQAEELAKLRAGKASDSQTPDAKPGNKAVPGKGQAPQAG..., which amino acid positions are active epitope sites? The epitope positions are: [393, 394, 395, 396, 397, 398, 399, 400, 401, 402, 403, 404, 405, 406, 407, 408, 409, 410, 411, 412]. The amino acids at these positions are: KGLRRDLDASREAKKQVEKA. (4) Given the antigen sequence: MASQKRPSQRHGSKYLATASTMDHARHGFLPRHRDTGILDSIGRFFSGDRGAPKRGSGKDSHTRTTHYGSLPQKSQRTQDENPVVHFFKNIVTPRTPPPSQGKGAEGQKPGFGYGGRASDYKSAHKGFKGAYDAQGTLSKIFKLGGRDSRSGSPMARR, which amino acid positions are active epitope sites? The epitope positions are: [67, 68, 69, 70, 71, 72, 73, 74, 75, 76, 77, 78, 79, 80, 81, 82, 83]. The amino acids at these positions are: YGSLPQKSQRTQDENPV. (5) Given the antigen sequence: MGANESSISKTVVGKETHMSARNVLENIGRNIKDRASRDAQKYERFLKGKLSEAKFYQRLLMGADVHKKVPSNPCHLDHTWYTNIDDGTAARRNPCDGRNQKRFDEGQVCECGSGIIKGNGNNRNGGSCAPPRRRHICDKNLEALTVGNTKNSNDLLGNILVTAKYEGESIVKNHPNRGSSEVCIALARSFADIGDIVRGKDLYLGHEQRKKELEEKLKKIFAKIYRDLTNDRTKKVEAEKRYKNDTENYYQLREDWWTANRDQVWKALTCSAHNTEEYFIQSEKNTQLFSNPRCGHNKDGAPPTNLDYVPQFLRWF, which amino acid positions are active epitope sites? The epitope positions are: [186, 187, 188, 189, 190, 191, 192, 193, 194, 195, 196, 197, 198, 199, 200, 201, 202, 203]. The amino acids at these positions are: LARSFADIGDIVRGKDLY. (6) Given the antigen sequence: MGGWSSKPRQGVGTNLSVPNPLGFFPDHQLDPAFGANSNNPDWDFNPNKDHRPEANQVGAGAFGPGFTPPHGGLLGWSPQAQGILTTVPAAPPPASTNRQSGRQPTPISPPLRDSHPQAMQWNPTTFHQALLDPRVRGLYFPAGGSSSGTVNPVPTTVSPISSIFSRTGDPAPNMESTTSGFLGPLLVLQAGFFLLTRILTIPQSLDSWWTSLNFLGGAPTCPGQNSQSPTSNHSPTSCPPICPGYRWMCLRRFIIFLFILLLCLIFLLVLLDYQGMLPVCPLLPGTSTTRTGPCKTCTIPAQGTSMFPSCCCTKPSDGNCTCIPIPSSWAFARFLWEWASVRLSWLSLLVPFVQWFVGLSPTVWLSVIWMMWYWGPSLYNILSPFLPLLPIFFCLWVYI, which amino acid positions are active epitope sites? The epitope positions are: [90, 91, 92, 93, 94, 95, 96, 97, 98, 99, 100, 101, 102, 103, 104, 105, 106]. The amino acids at these positions are: APPPASTNRQSGRQPTP. (7) Given the antigen sequence: MKGQNVTLQDIAIELEDTISPINLHCEEEIETEEVDTPNPFAITATCYACEQVLRLAVVTSTEGIHQLQQLLFDNLFLLCAACSKQVFCNRRPERNGP, which amino acid positions are active epitope sites? The epitope positions are: [49, 50, 51, 52, 53, 54, 55, 56, 57, 58, 59, 60, 61, 62, 63, 64, 65, 66, 67, 68]. The amino acids at these positions are: CEQVLRLAVVTSTEGIHQLQ. (8) Given the antigen sequence: MAEIRGERKAAVENRYDSWDHEQAMKAAVRKFISYDQFSAQLRNWREARLNIIEHATSVLSQVSNLGRTHFYSGTERFGGSSLVGDKLYVCLNETRMKTALNNIIVALQTVNGEGRARRLGPREASANTGGEDSALNVAHQLAEVDDLLTDESFLREAVFTQDKYELVNGLRWAGA, which amino acid positions are active epitope sites? The epitope positions are: [1, 2, 3, 4, 5, 6, 7, 8]. The amino acids at these positions are: AEIRGERK. (9) Given the antigen sequence: MDSYLLMWGLLTFIMVPGCQAELCDDDPPEIPHATFKAMAYKEGTMLNCECKRGFRRIKSGSLYMLCTGNSSHSSWDNQCQCTSSATRNTTKQVTPQPEEQKERKTTEMQSPMQPVDQASLPGHCREPPPWENEATERIYHFVVGQMVYYQCVQGYRALHRGPAESVCKMTHGKTRWTQPQLICTGEMETSQFPGEEKPQASPEGRPESETSCLVTTTDFQIQTEMAATMETSIFTTEYQVAVAGCVFLLISVLLLSGLTWQRRQRKSRRTI, which amino acid positions are active epitope sites? The epitope positions are: [136, 137, 138, 139, 140, 141, 142]. The amino acids at these positions are: ERIYHFV.